From a dataset of Full USPTO retrosynthesis dataset with 1.9M reactions from patents (1976-2016). Predict the reactants needed to synthesize the given product. (1) Given the product [F:44][C:45]([F:50])([F:49])[C:46]([OH:48])=[O:47].[NH2:25][CH2:26][CH2:27][O:28][C:29]1[CH:37]=[C:36]([N:38]2[CH2:39][CH2:40][O:41][CH2:42][CH2:43]2)[CH:35]=[CH:34][C:30]=1[C:31]([NH:1][C:2]1[C:3]([C:8]([NH:10][C:11]2[CH:16]=[CH:15][C:14]([Cl:17])=[CH:13][N:12]=2)=[O:9])=[N:4][CH:5]=[CH:6][CH:7]=1)=[O:32], predict the reactants needed to synthesize it. The reactants are: [NH2:1][C:2]1[C:3]([C:8]([NH:10][C:11]2[CH:16]=[CH:15][C:14]([Cl:17])=[CH:13][N:12]=2)=[O:9])=[N:4][CH:5]=[CH:6][CH:7]=1.C(OC([NH:25][CH2:26][CH2:27][O:28][C:29]1[CH:37]=[C:36]([N:38]2[CH2:43][CH2:42][O:41][CH2:40][CH2:39]2)[CH:35]=[CH:34][C:30]=1[C:31](O)=[O:32])=O)(C)(C)C.[F:44][C:45]([F:50])([F:49])[C:46]([O-:48])=[O:47]. (2) Given the product [NH3:12].[CH3:3][CH:2]([C:4]1[CH:5]=[CH:6][C:7]([C:10]23[CH2:15][CH:14]2[CH2:13][NH:12][CH2:11]3)=[CH:8][CH:9]=1)[CH3:1], predict the reactants needed to synthesize it. The reactants are: [CH3:1][CH:2]([C:4]1[CH:9]=[CH:8][C:7]([C:10]23[CH2:15][CH:14]2[C:13](=O)[NH:12][C:11]3=O)=[CH:6][CH:5]=1)[CH3:3].Cl.[OH-].[Na+].